Dataset: Forward reaction prediction with 1.9M reactions from USPTO patents (1976-2016). Task: Predict the product of the given reaction. (1) Given the reactants [F:1][C:2]1[CH:7]=[CH:6][C:5]([F:8])=[CH:4][C:3]=1[CH2:9][C:10]([OH:12])=[O:11].S(Cl)([Cl:15])=O.[NH2:17]/[C:18](=[N:24]\[OH:25])/[C:19]([O:21][CH2:22][CH3:23])=[O:20].C(N(CC)C(C)C)(C)C, predict the reaction product. The product is: [F:1][C:2]1[CH:7]=[CH:6][C:5]([F:8])=[CH:4][C:3]=1[CH2:9][C:10]([Cl:15])=[O:12].[NH2:17]/[C:18](=[N:24]\[O:25][C:10](=[O:11])[CH2:9][C:3]1[CH:4]=[C:5]([F:8])[CH:6]=[CH:7][C:2]=1[F:1])/[C:19]([O:21][CH2:22][CH3:23])=[O:20]. (2) Given the reactants I[C:2]1[CH:8]=[C:7]([C:9]([F:12])([F:11])[F:10])[CH:6]=[CH:5][C:3]=1[NH2:4].[C:13]([OH:18])(=[O:17])[C:14]([CH3:16])=O.N12CCN(CC1)CC2, predict the reaction product. The product is: [F:10][C:9]([F:12])([F:11])[C:7]1[CH:8]=[C:2]2[C:3](=[CH:5][CH:6]=1)[NH:4][C:14]([C:13]([OH:18])=[O:17])=[CH:16]2. (3) Given the reactants [S:1]1[C:5]2[CH:6]=[CH:7][CH:8]=[CH:9][C:4]=2[N:3]=[C:2]1[C:10]([C:12]1[CH:17]=[CH:16][C:15]([O:18][C:19]2[C:24]([C:25]3[CH2:26][CH2:27][O:28][CH2:29][CH:30]=3)=[CH:23][CH:22]=[CH:21][N:20]=2)=[CH:14][CH:13]=1)=[O:11], predict the reaction product. The product is: [S:1]1[C:5]2[CH:6]=[CH:7][CH:8]=[CH:9][C:4]=2[N:3]=[C:2]1[CH:10]([C:12]1[CH:13]=[CH:14][C:15]([O:18][C:19]2[C:24]([C:25]3[CH2:26][CH2:27][O:28][CH2:29][CH:30]=3)=[CH:23][CH:22]=[CH:21][N:20]=2)=[CH:16][CH:17]=1)[OH:11]. (4) Given the reactants Cl.[CH3:2][C:3]([CH3:15])([CH2:8][N:9]1[CH2:14][CH2:13][NH:12][CH2:11][CH2:10]1)[C:4]([O:6][CH3:7])=[O:5], predict the reaction product. The product is: [CH3:2][C:3]([CH3:15])([CH2:8][N:9]1[CH2:14][CH2:13][NH:12][CH2:11][CH2:10]1)[C:4]([O:6][CH3:7])=[O:5]. (5) The product is: [F:29][C:26]([F:27])([F:28])[C:24]1[CH:25]=[C:20]([C:17]2[CH:18]=[CH:19][C:14]([C:13]([F:34])([F:33])[F:12])=[CH:15][CH:16]=2)[N:21]=[C:22]([C:30]2[O:9][N:8]=[C:6]([C:5]3[CH:10]=[CH:11][C:2]([NH2:1])=[N:3][CH:4]=3)[N:7]=2)[N:23]=1. Given the reactants [NH2:1][C:2]1[CH:11]=[CH:10][C:5]([C:6]([NH:8][OH:9])=[NH:7])=[CH:4][N:3]=1.[F:12][C:13]([F:34])([F:33])[C:14]1[CH:19]=[CH:18][C:17]([C:20]2[CH:25]=[C:24]([C:26]([F:29])([F:28])[F:27])[N:23]=[C:22]([C:30](O)=O)[N:21]=2)=[CH:16][CH:15]=1, predict the reaction product.